Dataset: Full USPTO retrosynthesis dataset with 1.9M reactions from patents (1976-2016). Task: Predict the reactants needed to synthesize the given product. (1) Given the product [CH2:24]([O:27][CH:28]1[CH2:29][CH2:30][N:31]([C:34]2[CH:35]=[CH:36][C:37]([C:38]([NH:1][C:2]3[CH:3]=[C:4]4[C:8](=[CH:9][CH:10]=3)[N:7]([C:11]3[CH:19]=[CH:18][C:14]([C:15](=[O:16])[NH:23][CH:20]5[CH2:22][CH2:21]5)=[CH:13][CH:12]=3)[CH:6]=[CH:5]4)=[O:39])=[CH:41][CH:42]=2)[CH2:32][CH2:33]1)[CH:25]=[CH2:26], predict the reactants needed to synthesize it. The reactants are: [NH2:1][C:2]1[CH:3]=[C:4]2[C:8](=[CH:9][CH:10]=1)[N:7]([C:11]1[CH:19]=[CH:18][C:14]([C:15](O)=[O:16])=[CH:13][CH:12]=1)[CH:6]=[CH:5]2.[CH:20]1([NH2:23])[CH2:22][CH2:21]1.[CH2:24]([O:27][CH:28]1[CH2:33][CH2:32][N:31]([C:34]2[CH:42]=[CH:41][C:37]([C:38](O)=[O:39])=[CH:36][CH:35]=2)[CH2:30][CH2:29]1)[CH:25]=[CH2:26]. (2) Given the product [CH:19]1([O:23][C@H:2]([CH3:1])[C@@H:3]([C:15]([O:17][CH3:18])=[O:16])[NH:4][C:5]([O:7][CH2:8][C:9]2[CH:14]=[CH:13][CH:12]=[CH:11][CH:10]=2)=[O:6])[CH2:22][CH2:21][CH2:20]1, predict the reactants needed to synthesize it. The reactants are: [CH3:1][C@@H:2]1[N:4]([C:5]([O:7][CH2:8][C:9]2[CH:14]=[CH:13][CH:12]=[CH:11][CH:10]=2)=[O:6])[C@H:3]1[C:15]([O:17][CH3:18])=[O:16].[CH:19]1([OH:23])[CH2:22][CH2:21][CH2:20]1.